From a dataset of Catalyst prediction with 721,799 reactions and 888 catalyst types from USPTO. Predict which catalyst facilitates the given reaction. (1) Reactant: [F:1][CH:2]([F:39])[C:3]1[N:7]([C:8]2[N:13]=[C:12]([N:14]3[CH2:19][CH2:18][O:17][CH2:16][CH2:15]3)[N:11]=[C:10]([N:20]([CH:27]3[CH2:32][CH2:31][CH2:30][NH:29][CH2:28]3)[CH2:21][CH2:22][CH2:23][N:24]([CH3:26])[CH3:25])[N:9]=2)[C:6]2[CH:33]=[CH:34][CH:35]=[C:36]([O:37][CH3:38])[C:5]=2[N:4]=1.CCN(C(C)C)C(C)C.[CH3:49][S:50](Cl)(=[O:52])=[O:51]. Product: [F:39][CH:2]([F:1])[C:3]1[N:7]([C:8]2[N:13]=[C:12]([N:14]3[CH2:15][CH2:16][O:17][CH2:18][CH2:19]3)[N:11]=[C:10]([N:20]([CH:27]3[CH2:32][CH2:31][CH2:30][N:29]([S:50]([CH3:49])(=[O:52])=[O:51])[CH2:28]3)[CH2:21][CH2:22][CH2:23][N:24]([CH3:26])[CH3:25])[N:9]=2)[C:6]2[CH:33]=[CH:34][CH:35]=[C:36]([O:37][CH3:38])[C:5]=2[N:4]=1. The catalyst class is: 2. (2) Reactant: [CH3:1][C:2]1[CH:7]=[CH:6][CH:5]=[C:4]([CH3:8])[C:3]=1[NH:9][CH:10]=O.[NH2:12][C:13]1[CH:18]=[CH:17][C:16]([F:19])=[CH:15][N:14]=1.[CH:20]([C:22]1[C:32]([O:33][CH3:34])=[CH:31][CH:30]=[CH:29][C:23]=1[O:24][CH2:25][C:26]([NH2:28])=[O:27])=O.C(P1(=O)OP(CCC)(=O)OP(CCC)(=O)O1)CC.CCCP(=O)=O. Product: [NH2:28][C:26]([CH2:25][O:24][C:23]1[CH:29]=[CH:30][CH:31]=[C:32]([O:33][CH3:34])[C:22]=1[C:20]1[N:12]=[C:13]2[CH:18]=[CH:17][C:16]([F:19])=[CH:15][N:14]2[C:10]=1[NH:9][C:3]1[C:4]([CH3:8])=[CH:5][CH:6]=[CH:7][C:2]=1[CH3:1])=[O:27]. The catalyst class is: 66.